Dataset: Catalyst prediction with 721,799 reactions and 888 catalyst types from USPTO. Task: Predict which catalyst facilitates the given reaction. (1) Reactant: C([N:8]1[CH:13]2[CH2:14][C:15]([NH:20][C:21]([O:23][C:24]([CH3:27])([CH3:26])[CH3:25])=[O:22])([C:17]([OH:19])=[O:18])[CH2:16][CH:9]1[CH2:10][O:11][CH2:12]2)C1C=CC=CC=1. Product: [C:24]([O:23][C:21]([NH:20][C:15]1([C:17]([OH:19])=[O:18])[CH2:16][CH:9]2[NH:8][CH:13]([CH2:12][O:11][CH2:10]2)[CH2:14]1)=[O:22])([CH3:27])([CH3:25])[CH3:26]. The catalyst class is: 19. (2) Reactant: [OH-].[Na+].C[O:4][C:5](=[O:41])[CH2:6][C:7]1[CH:12]=[CH:11][C:10]([C:13]2[CH:18]=[CH:17][C:16]([C:19]([CH2:37][CH3:38])([C:22]3[CH:27]=[CH:26][C:25]([O:28][CH2:29][CH:30]([OH:35])[C:31]([CH3:34])([CH3:33])[CH3:32])=[C:24]([CH3:36])[CH:23]=3)[CH2:20][CH3:21])=[CH:15][C:14]=2[CH3:39])=[CH:9][C:8]=1[F:40].Cl. Product: [CH2:20]([C:19]([C:16]1[CH:17]=[CH:18][C:13]([C:10]2[CH:11]=[CH:12][C:7]([CH2:6][C:5]([OH:41])=[O:4])=[C:8]([F:40])[CH:9]=2)=[C:14]([CH3:39])[CH:15]=1)([C:22]1[CH:27]=[CH:26][C:25]([O:28][CH2:29][CH:30]([OH:35])[C:31]([CH3:33])([CH3:34])[CH3:32])=[C:24]([CH3:36])[CH:23]=1)[CH2:37][CH3:38])[CH3:21]. The catalyst class is: 5.